Dataset: Catalyst prediction with 721,799 reactions and 888 catalyst types from USPTO. Task: Predict which catalyst facilitates the given reaction. (1) Reactant: [OH:1][C:2]1[CH:3]=[C:4]([CH:7]=[CH:8][C:9]=1[O:10][CH2:11][CH2:12][CH3:13])[CH:5]=O.[CH3:14][C:15]([C:17]1[CH:22]=[C:21]([O:23][CH3:24])[CH:20]=[C:19]([O:25][CH3:26])[CH:18]=1)=[O:16].[OH-].[Na+]. Product: [OH:1][C:2]1[CH:3]=[C:4](/[CH:5]=[CH:14]/[C:15]([C:17]2[CH:18]=[C:19]([O:25][CH3:26])[CH:20]=[C:21]([O:23][CH3:24])[CH:22]=2)=[O:16])[CH:7]=[CH:8][C:9]=1[O:10][CH2:11][CH2:12][CH3:13]. The catalyst class is: 5. (2) Reactant: [CH3:1][N:2]1[C:7](=[O:8])[C:6]2[C:9]([S:23][C:24]3[CH:29]=[CH:28][CH:27]=[C:26]([N+:30]([O-])=O)[CH:25]=3)=[C:10]([CH2:12][C:13]3[C:22]4[C:17](=[CH:18][CH:19]=[CH:20][CH:21]=4)[CH:16]=[CH:15][CH:14]=3)[S:11][C:5]=2[N:4]([CH2:33][CH:34]([CH3:36])[CH3:35])[C:3]1=[O:37].[Cl-].[NH4+].[OH-].[Na+]. Product: [CH3:12][CH2:10][CH2:9][CH:6]([CH3:7])[CH3:5].[NH2:30][C:26]1[CH:25]=[C:24]([S:23][C:9]2[C:6]3[C:7](=[O:8])[N:2]([CH3:1])[C:3](=[O:37])[N:4]([CH2:33][CH:34]([CH3:35])[CH3:36])[C:5]=3[S:11][C:10]=2[CH2:12][C:13]2[C:22]3[C:17](=[CH:18][CH:19]=[CH:20][CH:21]=3)[CH:16]=[CH:15][CH:14]=2)[CH:29]=[CH:28][CH:27]=1. The catalyst class is: 190. (3) Reactant: [Cl:1][C:2]1[CH:7]=[CH:6][C:5]([NH:8][C:9](=[O:28])[NH:10][C@H:11]([C:22]2[CH:27]=[CH:26][CH:25]=[CH:24][CH:23]=2)[C:12]([NH:14][CH2:15][CH:16]2[CH2:21]CNCC2)=[O:13])=[CH:4][CH:3]=1.[C:29](O)(=O)[CH3:30].C(O[BH-](OC(=O)C)OC(=O)C)(=O)C.[Na+].[Cl-].[NH4+:48].[CH3:49][C:50]([CH3:52])=O. Product: [Cl:1][C:2]1[CH:3]=[CH:4][C:5]([NH:8][C:9](=[O:28])[NH:10][C@H:11]([C:22]2[CH:23]=[CH:24][CH:25]=[CH:26][CH:27]=2)[C:12]([NH:14][CH:15]2[CH2:30][CH2:29][N:48]([CH:50]([CH3:52])[CH3:49])[CH2:21][CH2:16]2)=[O:13])=[CH:6][CH:7]=1. The catalyst class is: 4.